From a dataset of Catalyst prediction with 721,799 reactions and 888 catalyst types from USPTO. Predict which catalyst facilitates the given reaction. (1) Reactant: [CH3:1][N:2]([CH3:8])[CH2:3][CH:4]([OH:7])[CH2:5][OH:6].[S:9](Cl)([C:12]1[CH:18]=[CH:17][C:15]([CH3:16])=[CH:14][CH:13]=1)(=[O:11])=[O:10].CCN(CC)CC. Product: [CH3:16][C:15]1[CH:17]=[CH:18][C:12]([S:9]([O:6][CH2:5][CH:4]([OH:7])[CH2:3][N:2]([CH3:8])[CH3:1])(=[O:11])=[O:10])=[CH:13][CH:14]=1. The catalyst class is: 2. (2) Reactant: [NH2:1][C:2]1[CH:9]=[CH:8][C:5]([C:6]#[N:7])=[C:4]([Cl:10])[CH:3]=1.[I:11]N1C(=O)CCC1=O. Product: [NH2:1][C:2]1[C:9]([I:11])=[CH:8][C:5]([C:6]#[N:7])=[C:4]([Cl:10])[CH:3]=1. The catalyst class is: 15. (3) Reactant: [C:1]([C:5]1[CH:10]=[C:9]([N+:11]([O-:13])=[O:12])[CH:8]=[CH:7][C:6]=1[OH:14])([CH3:4])([CH3:3])[CH3:2].O.[I:16]Cl. Product: [C:1]([C:5]1[CH:10]=[C:9]([N+:11]([O-:13])=[O:12])[CH:8]=[C:7]([I:16])[C:6]=1[OH:14])([CH3:4])([CH3:2])[CH3:3]. The catalyst class is: 5. (4) Reactant: [Cl:1][C:2]1([S:18]([NH:21][C:22]2[CH:27]=[C:26]([CH3:28])[N:25]=[C:24]3[S:29][C:30]([CH3:40])=[C:31]([C:32]4[CH:37]=[CH:36][CH:35]=[C:34]([O:38][CH3:39])[CH:33]=4)[C:23]=23)(=[O:20])=[O:19])[CH2:7][CH2:6][N:5](C(OCC2C=CC=CC=2)=O)[CH2:4][CH2:3]1.CO.C(O)(=O)C.[H][H]. Product: [Cl:1][C:2]1([S:18]([NH:21][C:22]2[CH:27]=[C:26]([CH3:28])[N:25]=[C:24]3[S:29][C:30]([CH3:40])=[C:31]([C:32]4[CH:37]=[CH:36][CH:35]=[C:34]([O:38][CH3:39])[CH:33]=4)[C:23]=23)(=[O:20])=[O:19])[CH2:3][CH2:4][NH:5][CH2:6][CH2:7]1. The catalyst class is: 50.